From a dataset of Full USPTO retrosynthesis dataset with 1.9M reactions from patents (1976-2016). Predict the reactants needed to synthesize the given product. (1) Given the product [Cl:1][C:2]1[C:3]([C:12]2([CH2:15][N:22]([O:23][CH3:24])[C:20](=[O:21])[C:19]3[C:25]([F:29])=[CH:26][CH:27]=[CH:28][C:18]=3[F:17])[CH2:14][CH2:13]2)=[N:4][CH:5]=[C:6]([C:8]([F:11])([F:10])[F:9])[CH:7]=1, predict the reactants needed to synthesize it. The reactants are: [Cl:1][C:2]1[C:3]([C:12]2([CH2:15]I)[CH2:14][CH2:13]2)=[N:4][CH:5]=[C:6]([C:8]([F:11])([F:10])[F:9])[CH:7]=1.[F:17][C:18]1[CH:28]=[CH:27][CH:26]=[C:25]([F:29])[C:19]=1[C:20]([NH:22][O:23][CH3:24])=[O:21].C(=O)([O-])[O-].[K+].[K+]. (2) Given the product [N:18]([CH2:2][C:3]1[CH:8]=[CH:7][C:6]([F:9])=[CH:5][C:4]=1[C:10]([N:12]1[CH2:17][CH2:16][O:15][CH2:14][CH2:13]1)=[O:11])=[N+:19]=[N-:20], predict the reactants needed to synthesize it. The reactants are: Br[CH2:2][C:3]1[CH:8]=[CH:7][C:6]([F:9])=[CH:5][C:4]=1[C:10]([N:12]1[CH2:17][CH2:16][O:15][CH2:14][CH2:13]1)=[O:11].[N-:18]=[N+:19]=[N-:20].[Na+]. (3) Given the product [C:13]1([C:4]2[C:3]([C:1](=[O:20])[CH3:2])=[CH:12][C:11]3[C:6](=[N:7][CH:8]=[CH:9][CH:10]=3)[N:5]=2)[CH:18]=[CH:17][CH:16]=[CH:15][CH:14]=1, predict the reactants needed to synthesize it. The reactants are: [CH2:1]([C:3]1[C:4]([C:13]2[CH:18]=[CH:17][CH:16]=[CH:15][CH:14]=2)=[N:5][C:6]2[C:11]([CH:12]=1)=[CH:10][CH:9]=[CH:8][N:7]=2)[CH3:2].S(=O)(=O)(O)[OH:20].C(O)(=O)C.C(OC(=O)C)(=O)C.C([O-])([O-])=O.[Na+].[Na+]. (4) Given the product [Br:1][C:2]1[CH:3]=[C:4]([CH2:5][NH2:6])[CH:7]=[C:8]([O:10][CH3:11])[CH:9]=1, predict the reactants needed to synthesize it. The reactants are: [Br:1][C:2]1[CH:3]=[C:4]([CH:7]=[C:8]([O:10][CH3:11])[CH:9]=1)[C:5]#[N:6].B.